This data is from Full USPTO retrosynthesis dataset with 1.9M reactions from patents (1976-2016). The task is: Predict the reactants needed to synthesize the given product. Given the product [Cl:3][C:4]1[C:9]([O:10][CH3:11])=[C:8]([CH2:12][N:13]2[CH2:14][C:15]3([CH2:20][C:19]([N:21]4[CH2:22][CH2:23][C:24]([CH2:32][CH3:33])([C:27]([OH:29])=[O:28])[CH2:25][CH2:26]4)=[N:18][O:17]3)[CH2:16]2)[CH:7]=[C:6]([CH:34]2[CH2:36][CH2:35]2)[C:5]=1[C:37]1[CH:42]=[CH:41][C:40]([F:43])=[CH:39][C:38]=1[F:44], predict the reactants needed to synthesize it. The reactants are: [OH-].[Na+].[Cl:3][C:4]1[C:9]([O:10][CH3:11])=[C:8]([CH2:12][N:13]2[CH2:16][C:15]3([CH2:20][C:19]([N:21]4[CH2:26][CH2:25][C:24]([CH2:32][CH3:33])([C:27]([O:29]CC)=[O:28])[CH2:23][CH2:22]4)=[N:18][O:17]3)[CH2:14]2)[CH:7]=[C:6]([CH:34]2[CH2:36][CH2:35]2)[C:5]=1[C:37]1[CH:42]=[CH:41][C:40]([F:43])=[CH:39][C:38]=1[F:44].